From a dataset of Forward reaction prediction with 1.9M reactions from USPTO patents (1976-2016). Predict the product of the given reaction. (1) Given the reactants [O:1]=[C:2]1[C:8]2([CH2:12][CH2:11][CH2:10][CH2:9]2)[NH:7][CH2:6][CH2:5][C@@H:4]([C:13]2[CH:18]=[CH:17][CH:16]=[CH:15][CH:14]=2)[N:3]1[CH2:19][C:20]([O:22]CC1C=CC=CC=1)=[O:21], predict the reaction product. The product is: [O:1]=[C:2]1[C:8]2([CH2:9][CH2:10][CH2:11][CH2:12]2)[NH:7][CH2:6][CH2:5][C@@H:4]([C:13]2[CH:18]=[CH:17][CH:16]=[CH:15][CH:14]=2)[N:3]1[CH2:19][C:20]([OH:22])=[O:21]. (2) Given the reactants Cl[C:2]1[CH:7]=[C:6]([C:8]2[CH:13]=[C:12]([N:14]3[CH2:19][CH2:18][CH2:17][CH2:16][CH2:15]3)[CH:11]=[CH:10][C:9]=2[N+:20]([O-:22])=[O:21])[N:5]=[CH:4][N:3]=1.[CH3:23][C:24]1[CH:25]=[C:26]([CH:29]=[CH:30][CH:31]=1)[CH2:27][NH2:28].C(=O)([O-])[O-].[K+].[K+], predict the reaction product. The product is: [CH3:23][C:24]1[CH:25]=[C:26]([CH:29]=[CH:30][CH:31]=1)[CH2:27][NH:28][C:2]1[CH:7]=[C:6]([C:8]2[CH:13]=[C:12]([N:14]3[CH2:19][CH2:18][CH2:17][CH2:16][CH2:15]3)[CH:11]=[CH:10][C:9]=2[N+:20]([O-:22])=[O:21])[N:5]=[CH:4][N:3]=1.